This data is from Catalyst prediction with 721,799 reactions and 888 catalyst types from USPTO. The task is: Predict which catalyst facilitates the given reaction. (1) Reactant: [CH2:1]([N:8]1[CH:12]=[C:11]([C:13](O)=[O:14])[C:10]([O:16][CH2:17][C:18]2[CH:23]=[CH:22][C:21]([O:24][CH2:25][C:26]3[N:27]=[C:28]([C:32]4[CH:37]=[CH:36][CH:35]=[CH:34][CH:33]=4)[O:29][C:30]=3[CH3:31])=[C:20]([O:38][CH3:39])[CH:19]=2)=[N:9]1)[C:2]1[CH:7]=[CH:6][CH:5]=[CH:4][CH:3]=1.Cl.C([N:43]=C=NCCCN(C)C)C.CN(C)C=O. Product: [CH2:1]([N:8]1[CH:12]=[C:11]([C:13]([NH2:43])=[O:14])[C:10]([O:16][CH2:17][C:18]2[CH:23]=[CH:22][C:21]([O:24][CH2:25][C:26]3[N:27]=[C:28]([C:32]4[CH:33]=[CH:34][CH:35]=[CH:36][CH:37]=4)[O:29][C:30]=3[CH3:31])=[C:20]([O:38][CH3:39])[CH:19]=2)=[N:9]1)[C:2]1[CH:3]=[CH:4][CH:5]=[CH:6][CH:7]=1. The catalyst class is: 6. (2) Reactant: [H-].[Na+].[CH:3]1([CH2:7][OH:8])[CH2:6][CH2:5][CH2:4]1.[NH2:9][C:10]1[C:15](Br)=[N:14][C:13]([Br:17])=[CH:12][N:11]=1.O. Product: [Br:17][C:13]1[N:14]=[C:15]([O:8][CH2:7][CH:3]2[CH2:6][CH2:5][CH2:4]2)[C:10]([NH2:9])=[N:11][CH:12]=1. The catalyst class is: 7.